This data is from Reaction yield outcomes from USPTO patents with 853,638 reactions. The task is: Predict the reaction yield, written as a fraction of the theoretical maximum amount of product (1.0 means a 100% yield; for example, 0.34 means a 34% yield). (1) The yield is 0.600. The reactants are [C:1]([C:4]1[C:9]([NH:10][C:11]([C:13]2[S:14][CH:15]=[C:16]([CH:18]([CH3:20])[CH3:19])[N:17]=2)=O)=[C:8]([CH3:21])[C:7]([O:22][CH3:23])=[CH:6][CH:5]=1)(=[O:3])[CH3:2].C(C1N=C(C2C=C(O)C3C(=CC(OC)=CC=3)N=2)SC=1)(C)C. No catalyst specified. The product is [CH:18]([C:16]1[N:17]=[C:13]([C:11]2[CH:2]=[C:1]([OH:3])[C:4]3[C:9](=[C:8]([CH3:21])[C:7]([O:22][CH3:23])=[CH:6][CH:5]=3)[N:10]=2)[S:14][CH:15]=1)([CH3:20])[CH3:19]. (2) The reactants are [CH3:1][O:2][CH2:3][CH2:4][O:5][CH2:6][N:7]1[C:11](=[O:12])[O:10][N:9]=[C:8]1[C:13]1[CH:18]=[CH:17][CH:16]=[CH:15][C:14]=1[C:19]1[CH:24]=[CH:23][C:22]([CH3:25])=[CH:21][CH:20]=1.[Br:26]N1C(=O)CCC1=O.N(C(C)(C)C#N)=NC(C)(C)C#N. The catalyst is C(Cl)(Cl)(Cl)Cl. The product is [Br:26][CH2:25][C:22]1[CH:21]=[CH:20][C:19]([C:14]2[CH:15]=[CH:16][CH:17]=[CH:18][C:13]=2[C:8]2[N:7]([CH2:6][O:5][CH2:4][CH2:3][O:2][CH3:1])[C:11](=[O:12])[O:10][N:9]=2)=[CH:24][CH:23]=1. The yield is 0.530.